From a dataset of Catalyst prediction with 721,799 reactions and 888 catalyst types from USPTO. Predict which catalyst facilitates the given reaction. (1) Reactant: C[Si](C)(C)CCOC[N:7]1[CH:11]=[CH:10][C:9]([C:12]2[C:13]3[NH:21][N:20]=[N:19][C:14]=3[N:15]=[C:16]([NH2:18])[N:17]=2)=[N:8]1.Cl. Product: [NH:7]1[CH:11]=[CH:10][C:9]([C:12]2[C:13]3[NH:21][N:20]=[N:19][C:14]=3[N:15]=[C:16]([NH2:18])[N:17]=2)=[N:8]1. The catalyst class is: 5. (2) Reactant: Cl[C:2]1[N:7]=[C:6]([C:8]2[S:12][C:11]([C:13]([CH3:16])([CH3:15])[CH3:14])=[N:10][C:9]=2[C:17]2[C:18]([F:35])=[C:19]([NH:23][S:24]([C:27]3[CH:32]=[C:31]([F:33])[CH:30]=[CH:29][C:28]=3[F:34])(=[O:26])=[O:25])[CH:20]=[CH:21][CH:22]=2)[CH:5]=[CH:4][N:3]=1.[NH2:36][CH2:37][CH2:38][N:39]1[CH2:43][CH2:42][CH2:41][C:40]1=[O:44].CCN(C(C)C)C(C)C. Product: [CH3:14][C:13]([C:11]1[S:12][C:8]([C:6]2[CH:5]=[CH:4][N:3]=[C:2]([NH:36][CH2:37][CH2:38][N:39]3[CH2:43][CH2:42][CH2:41][C:40]3=[O:44])[N:7]=2)=[C:9]([C:17]2[C:18]([F:35])=[C:19]([NH:23][S:24]([C:27]3[CH:32]=[C:31]([F:33])[CH:30]=[CH:29][C:28]=3[F:34])(=[O:26])=[O:25])[CH:20]=[CH:21][CH:22]=2)[N:10]=1)([CH3:16])[CH3:15]. The catalyst class is: 100. (3) Reactant: C(Cl)(=O)C(Cl)=O.CS(C)=O.[CH2:11]([O:18][C@@H:19]([CH3:41])[C@H:20]([CH2:39]O)[NH:21][C:22]([O:24][CH2:25][CH:26]1[C:38]2[C:33](=[CH:34][CH:35]=[CH:36][CH:37]=2)[C:32]2[C:27]1=[CH:28][CH:29]=[CH:30][CH:31]=2)=[O:23])[C:12]1[CH:17]=[CH:16][CH:15]=[CH:14][CH:13]=1.CCN(C(C)C)C(C)C.C1(P(=[CH:70][C:71]([O:73][CH2:74][C:75]2[CH:80]=[CH:79][CH:78]=[CH:77][CH:76]=2)=[O:72])(C2C=CC=CC=2)C2C=CC=CC=2)C=CC=CC=1. Product: [CH2:11]([O:18][C@@H:19]([CH3:41])[C@@H:20]([NH:21][C:22]([O:24][CH2:25][CH:26]1[C:38]2[CH:37]=[CH:36][CH:35]=[CH:34][C:33]=2[C:32]2[C:27]1=[CH:28][CH:29]=[CH:30][CH:31]=2)=[O:23])/[CH:39]=[CH:70]/[C:71]([O:73][CH2:74][C:75]1[CH:80]=[CH:79][CH:78]=[CH:77][CH:76]=1)=[O:72])[C:12]1[CH:13]=[CH:14][CH:15]=[CH:16][CH:17]=1. The catalyst class is: 2.